This data is from Catalyst prediction with 721,799 reactions and 888 catalyst types from USPTO. The task is: Predict which catalyst facilitates the given reaction. (1) Reactant: [F:1][C:2]1[CH:8]=[CH:7][C:5]([NH2:6])=[CH:4][C:3]=1[CH3:9].[CH3:10][C:11]([O:14][C:15]([N:17]1[CH2:21][C@@H:20]([C:22](O)=[O:23])[CH2:19][CH2:18]1)=[O:16])([CH3:13])[CH3:12].CCN(C(C)C)C(C)C.CN(C(ON1N=NC2C=CC=NC1=2)=[N+](C)C)C.F[P-](F)(F)(F)(F)F. Product: [F:1][C:2]1[CH:8]=[CH:7][C:5]([NH:6][C:22]([C@H:20]2[CH2:19][CH2:18][N:17]([C:15]([O:14][C:11]([CH3:13])([CH3:12])[CH3:10])=[O:16])[CH2:21]2)=[O:23])=[CH:4][C:3]=1[CH3:9]. The catalyst class is: 2. (2) Reactant: [F:1][C:2]1[C:3]([CH3:12])=[CH:4][C:5]2[S:9][C:8]([NH2:10])=[N:7][C:6]=2[CH:11]=1.[Br:13]Br.[OH-].[NH4+]. Product: [Br:13][C:11]1[C:6]2[N:7]=[C:8]([NH2:10])[S:9][C:5]=2[CH:4]=[C:3]([CH3:12])[C:2]=1[F:1]. The catalyst class is: 15. (3) Reactant: [Cl:1][C:2]1[C:7]([N+:8]([O-])=O)=[CH:6][C:5]([CH3:11])=[CH:4][N:3]=1.Cl[Sn]Cl. Product: [Cl:1][C:2]1[C:7]([NH2:8])=[CH:6][C:5]([CH3:11])=[CH:4][N:3]=1. The catalyst class is: 8. (4) Reactant: [Br:1][C:2]1[CH:3]=[C:4]([N:11]2[CH:15]=[C:14]([C:16]([O:18]C)=[O:17])[N:13]=[CH:12]2)[CH:5]=[C:6]([Br:10])[C:7]=1[O:8]C.B(Br)(Br)Br.CO. Product: [Br:1][C:2]1[CH:3]=[C:4]([N:11]2[CH:15]=[C:14]([C:16]([OH:18])=[O:17])[N:13]=[CH:12]2)[CH:5]=[C:6]([Br:10])[C:7]=1[OH:8]. The catalyst class is: 22. (5) Product: [OH:11][CH:10]([C:9]1[CH:8]=[CH:7][C:6]([C:4](=[O:5])[CH2:3][C:2]([CH3:15])([CH3:14])[CH3:1])=[CH:13][CH:12]=1)[CH3:16]. Reactant: [CH3:1][C:2]([CH3:15])([CH3:14])[CH2:3][C:4]([C:6]1[CH:13]=[CH:12][C:9]([CH:10]=[O:11])=[CH:8][CH:7]=1)=[O:5].[CH3:16][Mg]Br.O. The catalyst class is: 49. (6) Reactant: C(C1C(F)=CC(O)=C(C=1)C(NCC1C=CC=C([N+]([O-])=O)C=1)=O)#N.C([O:26][C:27](=[O:52])[CH2:28][O:29][C:30]1[CH:35]=[C:34]([F:36])[C:33]([C:37]#[N:38])=[CH:32][C:31]=1[C:39](=[O:51])[NH:40][CH2:41][C:42]1[CH:47]=[CH:46][CH:45]=[C:44]([N+:48]([O-:50])=[O:49])[CH:43]=1)C.CO. Product: [C:37]([C:33]1[C:34]([F:36])=[CH:35][C:30]([O:29][CH2:28][C:27]([OH:52])=[O:26])=[C:31]([C:39](=[O:51])[NH:40][CH2:41][C:42]2[CH:47]=[CH:46][CH:45]=[C:44]([N+:48]([O-:50])=[O:49])[CH:43]=2)[CH:32]=1)#[N:38]. The catalyst class is: 346.